The task is: Predict the product of the given reaction.. This data is from Forward reaction prediction with 1.9M reactions from USPTO patents (1976-2016). (1) Given the reactants C(O[C:4](=O)[C@H:5]([C:24]1C=NC(C)=NC=1)[CH2:6][CH2:7][CH2:8][CH2:9][CH2:10][CH2:11][CH2:12][C:13]1[CH:14]=[CH:15][C:16]2[CH2:22][CH2:21][CH2:20][CH2:19][NH:18][C:17]=2[N:23]=1)C.[OH-:32].[Na+].[CH2:34]([OH:36])[CH3:35], predict the reaction product. The product is: [CH3:16][C:17]1[N:23]=[CH:4][C:5]([C@@H:6]([CH2:7][CH2:8][CH2:9][CH2:10][CH2:11][CH2:12][C:13]2[CH:14]=[CH:15][C:16]3[CH2:22][CH2:21][CH2:20][CH2:19][NH:18][C:17]=3[N:23]=2)[CH2:35][C:34]([OH:32])=[O:36])=[CH:24][N:18]=1. (2) Given the reactants [CH3:1][C:2]1([CH2:21][OH:22])[CH2:7][CH2:6][CH:5]([S:8]([C:11]2[CH:16]=[CH:15][CH:14]=[C:13]([C:17]([F:20])([F:19])[F:18])[CH:12]=2)(=[O:10])=[O:9])[CH2:4][CH2:3]1.[CH3:23][S:24](Cl)(=[O:26])=[O:25], predict the reaction product. The product is: [CH3:23][S:24]([O:22][CH2:21][C:2]1([CH3:1])[CH2:7][CH2:6][CH:5]([S:8]([C:11]2[CH:16]=[CH:15][CH:14]=[C:13]([C:17]([F:20])([F:18])[F:19])[CH:12]=2)(=[O:10])=[O:9])[CH2:4][CH2:3]1)(=[O:26])=[O:25]. (3) Given the reactants [C:1]([C:3]1[CH:8]=[CH:7][C:6]([C:9]2[N:10]=[C:11]3[CH:16]=[CH:15][CH:14]=[C:13]([C:17](OC)=O)[N:12]3[C:21]=2[CH2:22][CH:23]=O)=[CH:5][CH:4]=1)#[N:2].[CH3:25][O:26][C:27]1[CH:34]=[C:33]([O:35][CH3:36])[CH:32]=[CH:31][C:28]=1[CH2:29][NH2:30].[BH3-]C#N.[Na+].C[OH:42], predict the reaction product. The product is: [CH3:25][O:26][C:27]1[CH:34]=[C:33]([O:35][CH3:36])[CH:32]=[CH:31][C:28]=1[CH2:29][N:30]1[CH:11]2[N:12]3[C:21](=[C:9]([C:6]4[CH:5]=[CH:4][C:3]([C:1]#[N:2])=[CH:8][CH:7]=4)[N:10]=[CH:17][C:13]3=[CH:14][CH2:15][C:16]1=[O:42])[CH2:22][CH2:23]2. (4) Given the reactants C[O:2][C:3](=[O:35])[C:4]1[CH:9]=[C:8]([CH2:10][C@H:11]2[C@H:16]([OH:17])[C@@H:15]([NH:18][CH2:19][C:20]3[CH:25]=[CH:24][CH:23]=[C:22]([C:26]([CH3:29])([CH3:28])[CH3:27])[CH:21]=3)[CH2:14][S:13](=[O:31])(=[O:30])[CH2:12]2)[CH:7]=[CH:6][C:5]=1[N+:32]([O-:34])=[O:33].BrCC1C=CC([N+]([O-])=O)=C(C=1)C(OC)=O.[OH-].[Na+], predict the reaction product. The product is: [C:26]([C:22]1[CH:21]=[C:20]([CH:25]=[CH:24][CH:23]=1)[CH2:19][NH:18][C@H:15]1[CH2:14][S:13](=[O:31])(=[O:30])[CH2:12][C@@H:11]([CH2:10][C:8]2[CH:7]=[CH:6][C:5]([N+:32]([O-:34])=[O:33])=[C:4]([CH:9]=2)[C:3]([OH:35])=[O:2])[C@@H:16]1[OH:17])([CH3:29])([CH3:27])[CH3:28]. (5) Given the reactants Cl[C:2]1[N:7]=[C:6]([CH:8]([CH:11]2[NH:15][C:14]3[CH:16]=[CH:17][CH:18]=[CH:19][C:13]=3[NH:12]2)[C:9]#[N:10])[C:5]([CH3:20])=[CH:4][N:3]=1.[CH:21]1([NH2:26])[CH2:25][CH2:24][CH2:23][CH2:22]1, predict the reaction product. The product is: [CH:21]1([NH:26][C:2]2[N:7]=[C:6]([C:8](=[C:11]3[NH:15][C:14]4[CH:16]=[CH:17][CH:18]=[CH:19][C:13]=4[NH:12]3)[C:9]#[N:10])[C:5]([CH3:20])=[CH:4][N:3]=2)[CH2:25][CH2:24][CH2:23][CH2:22]1. (6) Given the reactants [Cl:1]N1C(=O)CCC1=O.[CH3:9][O:10][C:11]1[CH:19]=[C:18]2[C:14]([C:15]([C:21]([NH:23][CH3:24])=[O:22])=[CH:16][N:17]2[CH3:20])=[CH:13][CH:12]=1, predict the reaction product. The product is: [CH3:24][NH:23][C:21]([C:15]1[C:14]2[C:18](=[CH:19][C:11]([O:10][CH3:9])=[CH:12][CH:13]=2)[N:17]([CH3:20])[C:16]=1[Cl:1])=[O:22]. (7) Given the reactants OO.C(O)=[O:4].[F:6][C:7]([F:31])=[CH:8][CH2:9][S:10][CH:11]([C:22]1[C:27]([F:28])=[CH:26][CH:25]=[C:24]([F:29])[C:23]=1[F:30])[C:12]1[C:13]([CH3:21])=[CH:14][C:15]([C:18]([NH2:20])=[O:19])=[N:16][CH:17]=1.[OH2:32], predict the reaction product. The product is: [F:31][C:7]([F:6])=[CH:8][CH2:9][S:10]([CH:11]([C:22]1[C:27]([F:28])=[CH:26][CH:25]=[C:24]([F:29])[C:23]=1[F:30])[C:12]1[C:13]([CH3:21])=[CH:14][C:15]([C:18]([NH2:20])=[O:19])=[N:16][CH:17]=1)(=[O:4])=[O:32]. (8) Given the reactants C([O:3][CH:4](OCC)[C:5]1[O:13][C:12]2[C:11]([C:14]([NH:16][C:17]3[CH:22]=[CH:21][CH:20]=[CH:19][C:18]=3[O:23][CH3:24])=[O:15])=[CH:10][N:9]=[CH:8][C:7]=2[CH:6]=1)C.Cl.C(=O)(O)[O-].[Na+], predict the reaction product. The product is: [CH:4]([C:5]1[O:13][C:12]2[C:11]([C:14]([NH:16][C:17]3[CH:22]=[CH:21][CH:20]=[CH:19][C:18]=3[O:23][CH3:24])=[O:15])=[CH:10][N:9]=[CH:8][C:7]=2[CH:6]=1)=[O:3]. (9) Given the reactants [Cl:1][C:2]1[CH:7]=[CH:6][C:5]([C:8]2[CH:13]=[CH:12][C:11]([CH2:14][CH3:15])=[C:10]([CH:16]3[C:24](=[O:25])[CH:23]4[CH:18]([CH:19]5[C:27](=O)[CH2:26][CH:22]4[CH2:21][CH2:20]5)[C:17]3=[O:29])[CH:9]=2)=[CH:4][CH:3]=1.Cl.[CH3:31][O:32][NH2:33].N1C=CC=CC=1, predict the reaction product. The product is: [CH3:31][O:32][N:33]=[C:27]1[CH:19]2[CH2:20][CH2:21][CH:22]([CH:23]3[CH:18]2[C:17](=[O:29])[CH:16]([C:10]2[CH:9]=[C:8]([C:5]4[CH:6]=[CH:7][C:2]([Cl:1])=[CH:3][CH:4]=4)[CH:13]=[CH:12][C:11]=2[CH2:14][CH3:15])[C:24]3=[O:25])[CH2:26]1. (10) Given the reactants [C:1]([C:3]1[CH:8]=[CH:7][C:6]([C:9]2([CH2:28][O:29][CH2:30][CH:31]=[CH2:32])[C:13](=[O:14])[N:12]([C:15]3[CH:22]=[CH:21][C:18]([C:19]#[N:20])=[C:17]([C:23]([F:26])([F:25])[F:24])[CH:16]=3)[C:11](=[O:27])[NH:10]2)=[CH:5][CH:4]=1)#[N:2].[C:33](=O)([O-])[O-].[K+].[K+].CI, predict the reaction product. The product is: [C:1]([C:3]1[CH:8]=[CH:7][C:6]([C:9]2([CH2:28][O:29][CH2:30][CH:31]=[CH2:32])[C:13](=[O:14])[N:12]([C:15]3[CH:22]=[CH:21][C:18]([C:19]#[N:20])=[C:17]([C:23]([F:26])([F:24])[F:25])[CH:16]=3)[C:11](=[O:27])[N:10]2[CH3:33])=[CH:5][CH:4]=1)#[N:2].